Dataset: Reaction yield outcomes from USPTO patents with 853,638 reactions. Task: Predict the reaction yield, written as a fraction of the theoretical maximum amount of product (1.0 means a 100% yield; for example, 0.34 means a 34% yield). (1) The reactants are Br[C:2]1[CH:7]=[CH:6][C:5]([C:8]2[NH:17][C:16](=[O:18])[C:15]3[C:10](=[CH:11][C:12]([O:21][CH3:22])=[CH:13][C:14]=3[O:19][CH3:20])[N:9]=2)=[CH:4][CH:3]=1.C([O-])([O-])=O.[K+].[K+].CC1(C)C(C)(C)OB([C:37]2[CH2:42][CH2:41][N:40]([C:43]([O:45][C:46]([CH3:49])([CH3:48])[CH3:47])=[O:44])[CH2:39][CH:38]=2)O1. The catalyst is CN(C=O)C.C1C=CC(P(C2C=CC=CC=2)[C-]2C=CC=C2)=CC=1.C1C=CC(P(C2C=CC=CC=2)[C-]2C=CC=C2)=CC=1.Cl[Pd]Cl.[Fe+2]. The product is [CH3:20][O:19][C:14]1[CH:13]=[C:12]([O:21][CH3:22])[CH:11]=[C:10]2[C:15]=1[C:16](=[O:18])[NH:17][C:8]([C:5]1[CH:6]=[CH:7][C:2]([C:37]3[CH2:42][CH2:41][N:40]([C:43]([O:45][C:46]([CH3:49])([CH3:48])[CH3:47])=[O:44])[CH2:39][CH:38]=3)=[CH:3][CH:4]=1)=[N:9]2. The yield is 0.490. (2) The reactants are O.[OH-].[Na+].[F:4][C:5]1[C:6]([CH2:14][C:15]#[N:16])=[CH:7][C:8]2[O:12][CH2:11][O:10][C:9]=2[CH:13]=1.Br[CH2:18][CH2:19]Cl. The catalyst is [Br-].C([N+](CCCC)(CCCC)CCCC)CCC.C1(C)C=CC=CC=1. The product is [F:4][C:5]1[C:6]([C:14]2([C:15]#[N:16])[CH2:19][CH2:18]2)=[CH:7][C:8]2[O:12][CH2:11][O:10][C:9]=2[CH:13]=1. The yield is 0.600. (3) The reactants are Cl[C:2]1[C:3]2[C:10]([Cl:11])=[C:9]([CH:12]([CH3:14])[CH3:13])[S:8][C:4]=2[N:5]=[CH:6][N:7]=1.[SH:15][CH2:16][C:17]([O:19][CH3:20])=[O:18]. The catalyst is CO. The product is [Cl:11][C:10]1[C:3]2[C:2]([S:15][CH2:16][C:17]([O:19][CH3:20])=[O:18])=[N:7][CH:6]=[N:5][C:4]=2[S:8][C:9]=1[CH:12]([CH3:14])[CH3:13]. The yield is 0.920. (4) The reactants are C[O:2][C:3]1[CH:8]=[CH:7][C:6]([C:9]2[C:13]3[S:14][CH:15]=[CH:16][C:12]=3[O:11][N:10]=2)=[CH:5][CH:4]=1.[Cl-].[Al+3].[Cl-].[Cl-]. The catalyst is ClCCCl. The product is [OH:2][C:3]1[CH:4]=[CH:5][C:6]([C:9]2[C:13]3[S:14][CH:15]=[CH:16][C:12]=3[O:11][N:10]=2)=[CH:7][CH:8]=1. The yield is 0.830. (5) The reactants are [Cl:1][C:2]1[CH:7]=[CH:6][C:5]([S:8]([CH2:11][C:12]2[C:17]([F:18])=[C:16]([F:19])[CH:15]=[CH:14][C:13]=2[F:20])(=[O:10])=[O:9])=[CH:4][CH:3]=1.[Li][CH2:22][CH2:23][CH2:24][CH3:25].[C:26]1(C)[CH:31]=C[C:29]([S:32]([N:35]2CC2)(=[O:34])=[O:33])=[CH:28][CH:27]=1. The catalyst is C1COCC1.CN(CCN(C)C)C.C1COCC1. The product is [Cl:1][C:2]1[CH:3]=[CH:4][C:5]([S:8]([CH:11]([C:12]2[C:13]([F:20])=[CH:14][CH:15]=[C:16]([F:19])[C:17]=2[F:18])[CH2:25][CH2:24][C:23]2[CH:22]=[C:26]([CH3:31])[CH:27]=[CH:28][C:29]=2[S:32]([NH2:35])(=[O:34])=[O:33])(=[O:10])=[O:9])=[CH:6][CH:7]=1. The yield is 0.540. (6) The reactants are [S-:1][C:2]#[N:3].[K+].[CH3:5][O:6][C:7]1[N:12]=[CH:11][C:10]([NH2:13])=[CH:9][CH:8]=1.BrBr.O. The catalyst is C(O)(=O)C. The product is [CH3:5][O:6][C:7]1[N:12]=[C:11]2[S:1][C:2]([NH2:3])=[N:13][C:10]2=[CH:9][CH:8]=1. The yield is 0.331. (7) The reactants are Cl.[CH3:2][NH:3][CH3:4].C(N(CC)CC)C.Cl[C:13]1[CH:18]=[CH:17][C:16]([N+:19]([O-:21])=[O:20])=[C:15]([NH:22][CH2:23][CH3:24])[CH:14]=1.O. The catalyst is CN(C=O)C. The product is [CH2:23]([NH:22][C:15]1[CH:14]=[C:13]([N:3]([CH3:4])[CH3:2])[CH:18]=[CH:17][C:16]=1[N+:19]([O-:21])=[O:20])[CH3:24]. The yield is 0.860.